From a dataset of Forward reaction prediction with 1.9M reactions from USPTO patents (1976-2016). Predict the product of the given reaction. (1) The product is: [N:24]1([C:27]2[C:32]([NH:33][C:2]3[C:11]4[C:6](=[CH:7][C:8]([F:13])=[CH:9][C:10]=4[F:12])[N:5]=[C:4]([N:14]4[CH2:18][CH2:17][CH2:16][C:15]4=[O:19])[C:3]=3[CH3:20])=[CH:31][C:30]([N:34]3[CH2:35][CH2:36][O:37][CH2:38][CH2:39]3)=[CH:29][N:28]=2)[CH2:23][CH2:22][O:21][CH2:26][CH2:25]1. Given the reactants Cl[C:2]1[C:11]2[C:6](=[CH:7][C:8]([F:13])=[CH:9][C:10]=2[F:12])[N:5]=[C:4]([N:14]2[CH2:18][CH2:17][CH2:16][C:15]2=[O:19])[C:3]=1[CH3:20].[O:21]1[CH2:26][CH2:25][N:24]([C:27]2[C:32]([NH2:33])=[CH:31][C:30]([N:34]3[CH2:39][CH2:38][O:37][CH2:36][CH2:35]3)=[CH:29][N:28]=2)[CH2:23][CH2:22]1, predict the reaction product. (2) Given the reactants [C:1]([O:5][C:6]([N:8]1[CH2:13][CH2:12][NH:11][CH2:10][CH2:9]1)=[O:7])([CH3:4])([CH3:3])[CH3:2].[C:14]1([C:20](=[CH2:24])[C:21]([OH:23])=[O:22])[CH:19]=[CH:18][CH:17]=[CH:16][CH:15]=1, predict the reaction product. The product is: [C:1]([O:5][C:6]([N:8]1[CH2:13][CH2:12][N:11]([CH2:24][CH:20]([C:21]([OH:23])=[O:22])[C:14]2[CH:19]=[CH:18][CH:17]=[CH:16][CH:15]=2)[CH2:10][CH2:9]1)=[O:7])([CH3:4])([CH3:2])[CH3:3]. (3) The product is: [F:12][C:9]1[CH:10]=[C:11]2[C:6](=[N:7][CH:8]=1)[NH:5][C:4](=[O:13])[C:3]([C:14]#[N:15])=[C:2]2[N:19]1[CH2:20][CH2:21][N:16]([C:22]([C:24]2[S:25][CH:26]=[CH:27][CH:28]=2)=[O:23])[CH2:17][CH2:18]1. Given the reactants Cl[C:2]1[C:11]2[C:6](=[N:7][CH:8]=[C:9]([F:12])[CH:10]=2)[NH:5][C:4](=[O:13])[C:3]=1[C:14]#[N:15].[N:16]1([C:22]([C:24]2[S:25][CH:26]=[CH:27][CH:28]=2)=[O:23])[CH2:21][CH2:20][NH:19][CH2:18][CH2:17]1, predict the reaction product. (4) Given the reactants [Cl:1][C:2]1[C:7]([F:8])=[CH:6][C:5]([C:9]2[N:10]=[C:11]([N:20]3[CH2:25][CH2:24][CH:23]([OH:26])[CH2:22][CH2:21]3)[C:12]3[CH2:17][S:16](=[O:19])(=[O:18])[CH2:15][C:13]=3[N:14]=2)=[C:4]([F:27])[CH:3]=1.Cl[C:29]([O:31][C:32]1[CH:37]=[CH:36][C:35]([N+:38]([O-:40])=[O:39])=[CH:34][CH:33]=1)=[O:30].N1C=CC=CC=1.[Cl-].[NH4+], predict the reaction product. The product is: [C:29](=[O:30])([O:31][C:32]1[CH:33]=[CH:34][C:35]([N+:38]([O-:40])=[O:39])=[CH:36][CH:37]=1)[O:26][CH:23]1[CH2:24][CH2:25][N:20]([C:11]2[C:12]3[CH2:17][S:16](=[O:18])(=[O:19])[CH2:15][C:13]=3[N:14]=[C:9]([C:5]3[CH:6]=[C:7]([F:8])[C:2]([Cl:1])=[CH:3][C:4]=3[F:27])[N:10]=2)[CH2:21][CH2:22]1. (5) Given the reactants C(OC(=O)[NH:7][C@H:8]([C:12](=[O:34])[NH:13][C:14]1[CH:15]=[C:16]2[C:32](=[O:33])[NH:31][N:30]=[CH:29][C:18]3=[C:19]([C:23]4[CH:28]=[CH:27][CH:26]=[CH:25][CH:24]=4)[NH:20][C:21]([CH:22]=1)=[C:17]23)[CH2:9][C:10]#[N:11])(C)(C)C.Cl.[O:37]1CCOCC1, predict the reaction product. The product is: [C:32]([OH:33])(=[O:37])[CH3:16].[NH2:7][C@@H:8]([CH2:9][C:10]#[N:11])[C:12]([NH:13][C:14]1[CH:15]=[C:16]2[C:32](=[O:33])[NH:31][N:30]=[CH:29][C:18]3=[C:19]([C:23]4[CH:24]=[CH:25][CH:26]=[CH:27][CH:28]=4)[NH:20][C:21]([CH:22]=1)=[C:17]23)=[O:34]. (6) Given the reactants [Br:1][C:2]1[CH:10]=[C:9]2[C:5]([CH:6]([CH2:12][CH2:13][CH2:14][CH3:15])[O:7][C:8]2=[O:11])=[CH:4][CH:3]=1.[OH-].[Na+:17].[O:18]1CCCC1, predict the reaction product. The product is: [Na+:17].[Br:1][C:2]1[CH:3]=[CH:4][C:5]([CH:6]([OH:18])[CH2:12][CH2:13][CH2:14][CH3:15])=[C:9]([CH:10]=1)[C:8]([O-:7])=[O:11].